This data is from Forward reaction prediction with 1.9M reactions from USPTO patents (1976-2016). The task is: Predict the product of the given reaction. (1) Given the reactants [Cl-].[Al+3].[Cl-].[Cl-].[N+:5]([C:8]1[CH:16]=[CH:15][C:11]([C:12](Cl)=[O:13])=[CH:10][CH:9]=1)([O-:7])=[O:6].[F:17][C:18]1[CH:23]=[CH:22][CH:21]=[CH:20][CH:19]=1.Cl, predict the reaction product. The product is: [F:17][C:18]1[CH:23]=[CH:22][C:21]([C:12]([C:11]2[CH:15]=[CH:16][C:8]([N+:5]([O-:7])=[O:6])=[CH:9][CH:10]=2)=[O:13])=[CH:20][CH:19]=1. (2) Given the reactants [C:1]([O:5][C:6]([NH:8][C:9]1([CH:18]([OH:22])[C:19](O)=[O:20])[CH2:17][C:16]2[C:11](=[CH:12][CH:13]=[CH:14][CH:15]=2)[CH2:10]1)=[O:7])([CH3:4])([CH3:3])[CH3:2].[CH2:23]([NH2:30])[C:24]1[CH:29]=[CH:28][CH:27]=[CH:26][CH:25]=1.C(N(CC)C(C)C)(C)C.CN(C(ON1N=NC2C=CC=NC1=2)=[N+](C)C)C.F[P-](F)(F)(F)(F)F, predict the reaction product. The product is: [C:1]([O:5][C:6](=[O:7])[NH:8][C:9]1([CH:18]([C:19](=[O:20])[NH:30][CH2:23][C:24]2[CH:29]=[CH:28][CH:27]=[CH:26][CH:25]=2)[OH:22])[CH2:17][C:16]2[C:11](=[CH:12][CH:13]=[CH:14][CH:15]=2)[CH2:10]1)([CH3:4])([CH3:3])[CH3:2]. (3) Given the reactants [Cl:1][C:2]1[N:3]=[C:4]([Cl:11])[C:5]2[NH:10][CH:9]=[CH:8][C:6]=2[N:7]=1.C(=O)([O-])[O-].[K+].[K+].[F:18][C:19]([F:29])([F:28])[C:20]1[CH:27]=[CH:26][C:23]([CH2:24]Br)=[CH:22][CH:21]=1, predict the reaction product. The product is: [Cl:1][C:2]1[N:3]=[C:4]([Cl:11])[C:5]2[N:10]([CH2:24][C:23]3[CH:22]=[CH:21][C:20]([C:19]([F:18])([F:28])[F:29])=[CH:27][CH:26]=3)[CH:9]=[CH:8][C:6]=2[N:7]=1. (4) Given the reactants S(S([O-])=O)([O-])=[O:2].[Na+].[Na+].[CH3:9][C:10]1[C:11](=[O:18])[CH:12]=[C:13]([CH3:17])[C:14](=O)[CH:15]=1, predict the reaction product. The product is: [CH3:9][C:10]1[CH:15]=[CH:14][C:13]([CH3:17])=[C:12]([OH:2])[C:11]=1[OH:18].